Dataset: Reaction yield outcomes from USPTO patents with 853,638 reactions. Task: Predict the reaction yield, written as a fraction of the theoretical maximum amount of product (1.0 means a 100% yield; for example, 0.34 means a 34% yield). (1) The reactants are [CH:1]1([C:4]2[C:5]([NH:24][S:25]([CH3:28])(=[O:27])=[O:26])=[CH:6][C:7]3[O:11][C:10]([C:12]4[CH:17]=[CH:16][C:15]([F:18])=[CH:14][CH:13]=4)=[C:9]([C:19]([NH:21][CH3:22])=[O:20])[C:8]=3[CH:23]=2)[CH2:3][CH2:2]1.C[Si]([N-][Si](C)(C)C)(C)C.[Li+].[Br:39][C:40]1[CH:41]=[CH:42][C:43](F)=[N:44][CH:45]=1. The catalyst is CN(C)C=O.O. The product is [Br:39][C:40]1[CH:41]=[CH:42][C:43]([N:24]([C:5]2[C:4]([CH:1]3[CH2:3][CH2:2]3)=[CH:23][C:8]3[C:9]([C:19]([NH:21][CH3:22])=[O:20])=[C:10]([C:12]4[CH:17]=[CH:16][C:15]([F:18])=[CH:14][CH:13]=4)[O:11][C:7]=3[CH:6]=2)[S:25]([CH3:28])(=[O:27])=[O:26])=[N:44][CH:45]=1. The yield is 0.775. (2) The reactants are C(O[BH-](OC(=O)C)OC(=O)C)(=O)C.[Na+].[CH2:15]([N:17]([CH2:21][CH3:22])[CH2:18][CH2:19][NH2:20])[CH3:16].[C:23]([C:27]1[CH:28]=[C:29]([C:36]2[CH:37]=[N:38][C:39]([C:42]([F:45])([F:44])[F:43])=[CH:40][CH:41]=2)[C:30]([OH:35])=[C:31]([CH:34]=1)[CH:32]=O)([CH3:26])([CH3:25])[CH3:24].[BH4-].[Na+].[Cl-:48].[NH4+].C(O)C. The catalyst is O1CCCC1.Cl. The product is [ClH:48].[ClH:48].[C:23]([C:27]1[CH:28]=[C:29]([C:36]2[CH:37]=[N:38][C:39]([C:42]([F:43])([F:44])[F:45])=[CH:40][CH:41]=2)[C:30]([OH:35])=[C:31]([CH2:32][NH:20][CH2:19][CH2:18][N:17]([CH2:21][CH3:22])[CH2:15][CH3:16])[CH:34]=1)([CH3:26])([CH3:25])[CH3:24]. The yield is 0.250. (3) The reactants are [NH:1]1[C:9]2[C:4](=[CH:5][C:6]([N:10]([C:18]3[CH:23]=[CH:22][N:21]=[C:20]([C:24]4[CH:29]=[CH:28][CH:27]=[C:26]([O:30][CH2:31][CH2:32][N:33]5[CH2:38][CH2:37][O:36][CH2:35][CH2:34]5)[CH:25]=4)[N:19]=3)C(=O)OC(C)(C)C)=[CH:7][CH:8]=2)[CH:3]=[N:2]1.C(O)(C(F)(F)F)=O. The catalyst is C(Cl)Cl. The product is [O:36]1[CH2:35][CH2:34][N:33]([CH2:32][CH2:31][O:30][C:26]2[CH:25]=[C:24]([C:20]3[N:19]=[C:18]([NH:10][C:6]4[CH:5]=[C:4]5[C:9](=[CH:8][CH:7]=4)[NH:1][N:2]=[CH:3]5)[CH:23]=[CH:22][N:21]=3)[CH:29]=[CH:28][CH:27]=2)[CH2:38][CH2:37]1. The yield is 0.390.